From a dataset of Full USPTO retrosynthesis dataset with 1.9M reactions from patents (1976-2016). Predict the reactants needed to synthesize the given product. Given the product [CH2:9]([O:10][C:14]1[CH:13]=[CH:12][C:11]([C:9](=[O:10])[CH:8]=[CH:21][C:20]2[CH:19]=[C:18]([CH3:17])[C:25]([OH:26])=[C:24]([CH3:27])[CH:23]=2)=[CH:16][CH:15]=1)[CH2:11][CH2:12][CH2:13][CH2:14][CH3:15], predict the reactants needed to synthesize it. The reactants are: CCCC(O[CH2:8][C:9]([C:11]1[CH:16]=[CH:15][CH:14]=[CH:13][CH:12]=1)=[O:10])CC.[CH3:17][C:18]1[CH:19]=[C:20]([CH:23]=[C:24]([CH3:27])[C:25]=1[OH:26])[CH:21]=O.